This data is from Peptide-MHC class I binding affinity with 185,985 pairs from IEDB/IMGT. The task is: Regression. Given a peptide amino acid sequence and an MHC pseudo amino acid sequence, predict their binding affinity value. This is MHC class I binding data. (1) The peptide sequence is AQLQAVPGA. The MHC is HLA-B15:01 with pseudo-sequence HLA-B15:01. The binding affinity (normalized) is 0.844. (2) The peptide sequence is LPVWLAYKV. The MHC is HLA-B51:01 with pseudo-sequence HLA-B51:01. The binding affinity (normalized) is 0.423. (3) The peptide sequence is RVYKNYDPR. The MHC is HLA-A02:01 with pseudo-sequence HLA-A02:01. The binding affinity (normalized) is 0.0847. (4) The peptide sequence is YQAENSTAE. The MHC is HLA-A29:02 with pseudo-sequence HLA-A29:02. The binding affinity (normalized) is 0.0847. (5) The peptide sequence is PMAAYGWNL. The MHC is HLA-A02:01 with pseudo-sequence HLA-A02:01. The binding affinity (normalized) is 0.215. (6) The peptide sequence is SIFIRMLIL. The MHC is HLA-B08:01 with pseudo-sequence HLA-B08:01. The binding affinity (normalized) is 0.785. (7) The peptide sequence is FYLPNIVDY. The binding affinity (normalized) is 0.213. The MHC is HLA-B15:01 with pseudo-sequence HLA-B15:01. (8) The peptide sequence is WTTLLSLTF. The MHC is HLA-A01:01 with pseudo-sequence HLA-A01:01. The binding affinity (normalized) is 0.203.